Dataset: Forward reaction prediction with 1.9M reactions from USPTO patents (1976-2016). Task: Predict the product of the given reaction. Given the reactants [O:1]([C:8]1[CH:9]=[C:10]([CH:26]=[CH:27][CH:28]=1)[CH2:11][N:12]1[CH2:17][CH2:16][CH:15]([NH:18][C:19]2[C:20]([NH2:25])=[CH:21][CH:22]=[CH:23][CH:24]=2)[CH2:14][CH2:13]1)[C:2]1[CH:7]=[CH:6][CH:5]=[CH:4][CH:3]=1.O.[N:30]#[C:31]Br, predict the reaction product. The product is: [O:1]([C:8]1[CH:9]=[C:10]([CH:26]=[CH:27][CH:28]=1)[CH2:11][N:12]1[CH2:17][CH2:16][CH:15]([N:18]2[C:19]3[CH:24]=[CH:23][CH:22]=[CH:21][C:20]=3[N:25]=[C:31]2[NH2:30])[CH2:14][CH2:13]1)[C:2]1[CH:3]=[CH:4][CH:5]=[CH:6][CH:7]=1.